From a dataset of Reaction yield outcomes from USPTO patents with 853,638 reactions. Predict the reaction yield, written as a fraction of the theoretical maximum amount of product (1.0 means a 100% yield; for example, 0.34 means a 34% yield). (1) The reactants are [N:1]([C:4]1[CH:11]=[CH:10][C:7]([C:8]#[N:9])=[C:6]([C:12]([F:15])([F:14])[F:13])[CH:5]=1)=[C:2]=[S:3].[CH3:16][C:17]1[CH:22]=[CH:21][C:20]([NH:23][C:24]2([C:28]#[N:29])[CH2:27][CH2:26][CH2:25]2)=[CH:19][CH:18]=1. The catalyst is CN(C=O)C. The product is [NH:29]=[C:28]1[C:24]2([CH2:27][CH2:26][CH2:25]2)[N:23]([C:20]2[CH:19]=[CH:18][C:17]([CH3:16])=[CH:22][CH:21]=2)[C:2](=[S:3])[N:1]1[C:4]1[CH:11]=[CH:10][C:7]([C:8]#[N:9])=[C:6]([C:12]([F:13])([F:15])[F:14])[CH:5]=1. The yield is 0.520. (2) The reactants are [Br:1][C:2]1[CH:10]=[CH:9][C:5]([C:6]([OH:8])=O)=[CH:4][CH:3]=1.CN(C(ON1N=NC2C=CC=CC1=2)=[N+](C)C)C.[B-](F)(F)(F)F.[CH3:33][NH:34][C@@H:35]([CH3:42])[CH2:36][N:37]1[CH2:40][CH:39]([OH:41])[CH2:38]1. The catalyst is C(Cl)Cl.C1COCC1. The product is [Br:1][C:2]1[CH:3]=[CH:4][C:5]([C:6]([N:34]([C@@H:35]([CH3:42])[CH2:36][N:37]2[CH2:40][CH:39]([OH:41])[CH2:38]2)[CH3:33])=[O:8])=[CH:9][CH:10]=1. The yield is 0.170. (3) The reactants are [H-].[Na+].[Cl:3][C:4]1[CH:9]=[CH:8][C:7]([S:10]([NH:13][CH3:14])(=[O:12])=[O:11])=[CH:6][CH:5]=1.Br[CH2:16][C:17]1[C:18]([Cl:26])=[C:19]([C:22]([O:24][CH3:25])=[O:23])[S:20][CH:21]=1.S([O-])(O)(=O)=O.[K+]. The catalyst is CN(C=O)C. The yield is 0.790. The product is [Cl:26][C:18]1[C:17]([CH2:16][N:13]([S:10]([C:7]2[CH:8]=[CH:9][C:4]([Cl:3])=[CH:5][CH:6]=2)(=[O:12])=[O:11])[CH3:14])=[CH:21][S:20][C:19]=1[C:22]([O:24][CH3:25])=[O:23]. (4) The reactants are N([O-])=O.[Na+].N[C:6]1[CH:14]=[CH:13][C:9]([C:10]([OH:12])=[O:11])=[CH:8][C:7]=1[N+:15]([O-:17])=[O:16].[S-:18][C:19]#[N:20].[K+]. The catalyst is O.OS(O)(=O)=O.[Fe](Cl)(Cl)Cl. The product is [N+:15]([C:7]1[CH:8]=[C:9]([CH:13]=[CH:14][C:6]=1[S:18][C:19]#[N:20])[C:10]([OH:12])=[O:11])([O-:17])=[O:16]. The yield is 0.710. (5) The reactants are [Br:1][C:2]1[CH:3]=[C:4]2[C:8](=[C:9]([O:11][CH3:12])[CH:10]=1)[NH:7][C:6](=[O:13])[C:5]2=[O:14].CC1C=CC(S(O)(=O)=O)=CC=1.[CH2:26](O)[CH2:27][OH:28]. The product is [Br:1][C:2]1[CH:3]=[C:4]2[C:8](=[C:9]([O:11][CH3:12])[CH:10]=1)[NH:7][C:6](=[O:13])[C:5]12[O:28][CH2:27][CH2:26][O:14]1. The yield is 0.0500. The catalyst is C1(C)C=CC=CC=1. (6) The reactants are [CH2:1]([O:3][C:4]1[CH:9]=[C:8]([O:10][CH2:11][CH2:12][CH2:13][C:14]2[C:15]([OH:29])=[N:16][N:17]([C:19]3[CH:24]=[CH:23][C:22]([C:25]([F:28])([F:27])[F:26])=[CH:21][N:20]=3)[CH:18]=2)[CH:7]=[CH:6][C:5]=1[CH2:30][CH2:31][C:32]([O:34]C)=[O:33])[CH3:2].[OH-].[Na+].O1CCCC1. The catalyst is CO. The product is [CH2:1]([O:3][C:4]1[CH:9]=[C:8]([O:10][CH2:11][CH2:12][CH2:13][C:14]2[C:15]([OH:29])=[N:16][N:17]([C:19]3[CH:24]=[CH:23][C:22]([C:25]([F:28])([F:26])[F:27])=[CH:21][N:20]=3)[CH:18]=2)[CH:7]=[CH:6][C:5]=1[CH2:30][CH2:31][C:32]([OH:34])=[O:33])[CH3:2]. The yield is 0.970. (7) The reactants are [N+:1]([C:4]1[CH:5]=[C:6](O)[CH:7]=[CH:8][CH:9]=1)([O-:3])=[O:2].C([O-])([O-])=[O:12].[K+].[K+].Br[CH2:18][C:19]([O:21][CH2:22][CH3:23])=[O:20]. The catalyst is CC(C)=O. The product is [N+:1]([C:4]1[CH:5]=[CH:6][C:7]([O:12][CH2:18][C:19]([O:21][CH2:22][CH3:23])=[O:20])=[CH:8][CH:9]=1)([O-:3])=[O:2]. The yield is 0.920. (8) No catalyst specified. The reactants are [CH3:1][C:2]1[C:6]([CH2:7][N:8]2[CH:12]=[C:11]([N:13]3[C:17](=[O:18])[CH2:16][NH:15][C:14]3=[O:19])[CH:10]=[N:9]2)=[C:5]([CH3:20])[O:4][N:3]=1.[CH3:21][O:22][C:23]1[CH:24]=[C:25]([CH:28]=[CH:29][CH:30]=1)[CH2:26]Br. The yield is 0.550. The product is [CH3:1][C:2]1[C:6]([CH2:7][N:8]2[CH:12]=[C:11]([N:13]3[C:17](=[O:18])[CH2:16][N:15]([CH2:26][C:25]4[CH:28]=[CH:29][CH:30]=[C:23]([O:22][CH3:21])[CH:24]=4)[C:14]3=[O:19])[CH:10]=[N:9]2)=[C:5]([CH3:20])[O:4][N:3]=1. (9) The reactants are [C:1]1([CH3:11])[CH:6]=[CH:5][C:4]([CH2:7][C:8]([OH:10])=O)=[CH:3][CH:2]=1.C1N=CN(C(N2C=NC=C2)=O)C=1.Cl.[NH2:25][CH:26]1[CH2:31][CH2:30][N:29]([C:32]([C:34]2[CH:39]=[CH:38][N:37]=[CH:36][C:35]=2[NH:40][C:41]2[CH:46]=[CH:45][C:44]([I:47])=[CH:43][C:42]=2[F:48])=[O:33])[CH2:28][CH2:27]1.O. The catalyst is CS(C)=O. The product is [F:48][C:42]1[CH:43]=[C:44]([I:47])[CH:45]=[CH:46][C:41]=1[NH:40][C:35]1[CH:36]=[N:37][CH:38]=[CH:39][C:34]=1[C:32]([N:29]1[CH2:30][CH2:31][CH:26]([NH:25][C:8](=[O:10])[CH2:7][C:4]2[CH:3]=[CH:2][C:1]([CH3:11])=[CH:6][CH:5]=2)[CH2:27][CH2:28]1)=[O:33]. The yield is 0.660.